From a dataset of Full USPTO retrosynthesis dataset with 1.9M reactions from patents (1976-2016). Predict the reactants needed to synthesize the given product. (1) Given the product [CH3:55][O:56][CH2:57][CH2:58][CH2:59][NH:60][C:19](=[O:21])[C:18]1[CH:22]=[CH:23][C:15]([O:14][CH2:13][C:3]2[C:4]([C:7]3[CH:8]=[CH:9][CH:10]=[CH:11][CH:12]=3)=[N:5][O:6][C:2]=2[CH3:1])=[N:16][CH:17]=1, predict the reactants needed to synthesize it. The reactants are: [CH3:1][C:2]1[O:6][N:5]=[C:4]([C:7]2[CH:12]=[CH:11][CH:10]=[CH:9][CH:8]=2)[C:3]=1[CH2:13][O:14][C:15]1[CH:23]=[CH:22][C:18]([C:19]([OH:21])=O)=[CH:17][N:16]=1.F[B-](F)(F)F.N1(OC(N(C)C)=[N+](C)C)C2C=CC=CC=2N=N1.C(N(CC)C(C)C)(C)C.[CH3:55][O:56][CH2:57][CH2:58][CH2:59][NH2:60]. (2) Given the product [CH2:22]([O:24][C:25](=[O:33])[C:26]1[CH:31]=[CH:30][CH:29]=[C:28]([N:32]2[C:18]([CH3:19])=[CH:17][CH:16]=[C:15]2[C:10]2[CH:11]=[CH:12][CH:13]=[CH:14][C:9]=2[O:8][CH2:1][C:2]2[CH:7]=[CH:6][CH:5]=[CH:4][CH:3]=2)[CH:27]=1)[CH3:23], predict the reactants needed to synthesize it. The reactants are: [CH2:1]([O:8][C:9]1[CH:14]=[CH:13][CH:12]=[CH:11][C:10]=1[C:15](=O)[CH2:16][CH2:17][C:18](=O)[CH3:19])[C:2]1[CH:7]=[CH:6][CH:5]=[CH:4][CH:3]=1.[CH2:22]([O:24][C:25](=[O:33])[C:26]1[CH:31]=[CH:30][CH:29]=[C:28]([NH2:32])[CH:27]=1)[CH3:23]. (3) Given the product [CH3:1][CH:2]([CH3:18])[C:3]([NH:5][C:6]1[CH:11]=[CH:10][CH:9]=[C:8]([CH:12]2[CH2:17][CH2:16][N:15]([CH2:11][CH2:6][CH2:7][CH2:8][C:26]3[CH:25]=[CH:27][CH:3]=[CH:2][CH:1]=3)[CH2:14][CH2:13]2)[CH:7]=1)=[O:4], predict the reactants needed to synthesize it. The reactants are: [CH3:1][CH:2]([CH3:18])[C:3]([NH:5][C:6]1[CH:11]=[CH:10][CH:9]=[C:8]([CH:12]2[CH2:17][CH2:16][NH:15][CH2:14][CH2:13]2)[CH:7]=1)=[O:4].C(N([CH:25]([CH3:27])[CH3:26])CC)(C)C. (4) Given the product [I:12][C:8]1[C:9]([CH3:11])=[CH:10][C:2]([CH3:1])=[C:3]([CH:7]=1)[C:4]([OH:6])=[O:5], predict the reactants needed to synthesize it. The reactants are: [CH3:1][C:2]1[CH:10]=[C:9]([CH3:11])[CH:8]=[CH:7][C:3]=1[C:4]([OH:6])=[O:5].[I:12]([O-])(=O)(=O)=O.[Na+].II.S(=O)(=O)(O)O.[O-]S([O-])(=S)=O.[Na+].[Na+]. (5) Given the product [Br:1][C:2]1[CH:9]=[CH:8][C:7]([O:10][Si:11]([C:24]([CH3:25])([CH3:26])[CH3:27])([C:12]2[CH:17]=[CH:16][CH:15]=[CH:14][CH:13]=2)[C:18]2[CH:23]=[CH:22][CH:21]=[CH:20][CH:19]=2)=[CH:6][C:3]=1[CH2:4][NH2:29], predict the reactants needed to synthesize it. The reactants are: [Br:1][C:2]1[CH:9]=[CH:8][C:7]([O:10][Si:11]([C:24]([CH3:27])([CH3:26])[CH3:25])([C:18]2[CH:23]=[CH:22][CH:21]=[CH:20][CH:19]=2)[C:12]2[CH:17]=[CH:16][CH:15]=[CH:14][CH:13]=2)=[CH:6][C:3]=1[CH:4]=O.C([BH3-])#[N:29].[Na+]. (6) Given the product [CH:3]1([C:6]([C:8]2[C:16]3[C:11](=[N:12][CH:13]=[C:14]([N+:17]([O-:19])=[O:18])[CH:15]=3)[NH:10][N:9]=2)=[O:7])[CH2:4][CH2:5]1, predict the reactants needed to synthesize it. The reactants are: [OH-].[Na+].[CH:3]1([C:6]([C:8]2[C:16]3[C:11](=[N:12][CH:13]=[C:14]([N+:17]([O-:19])=[O:18])[CH:15]=3)[N:10](S(C3C=CC(C)=CC=3)(=O)=O)[N:9]=2)=[O:7])[CH2:5][CH2:4]1.CO. (7) Given the product [NH2:33][C:30]1[N:31]=[CH:32][C:27]([C:8]2[N:7]=[C:6]3[C:11]([N:12]=[C:13]([N:14]4[CH2:19][CH2:18][N:17]([C:35](=[O:34])[CH2:36][OH:37])[CH2:16][CH2:15]4)[N:5]3[CH2:1][CH:2]([CH3:4])[CH3:3])=[C:10]([N:20]3[CH2:25][CH2:24][O:23][CH2:22][C@@H:21]3[CH3:26])[N:9]=2)=[CH:28][N:29]=1, predict the reactants needed to synthesize it. The reactants are: [CH2:1]([N:5]1[C:13]([N:14]2[CH2:19][CH2:18][NH:17][CH2:16][CH2:15]2)=[N:12][C:11]2[C:6]1=[N:7][C:8]([C:27]1[CH:28]=[N:29][C:30]([NH2:33])=[N:31][CH:32]=1)=[N:9][C:10]=2[N:20]1[CH2:25][CH2:24][O:23][CH2:22][C@@H:21]1[CH3:26])[CH:2]([CH3:4])[CH3:3].[OH:34][CH2:35][C:36](O)=[O:37].ON1C2C=CC=CC=2N=N1.Cl.C(N=C=NCCCN(C)C)C.C(N(CC)CC)C.C(=O)([O-])O.[Na+].